From a dataset of Reaction yield outcomes from USPTO patents with 853,638 reactions. Predict the reaction yield, written as a fraction of the theoretical maximum amount of product (1.0 means a 100% yield; for example, 0.34 means a 34% yield). (1) The reactants are Cl[C:2]1[CH:7]=[C:6]([Cl:8])[N:5]=[C:4]([NH2:9])[N:3]=1.[Cl:10][C:11]1[CH:12]=[CH:13][C:14]([O:20][CH3:21])=[C:15](B(O)O)[CH:16]=1.C1(P(C2C=CC=CC=2)C2C=CC=CC=2)C=CC=CC=1.C(=O)([O-])[O-].[Na+].[Na+]. The catalyst is O.C([O-])(=O)C.[Pd+2].C([O-])(=O)C.C(COC)OC. The product is [Cl:8][C:6]1[CH:7]=[C:2]([C:13]2[CH:12]=[C:11]([Cl:10])[CH:16]=[CH:15][C:14]=2[O:20][CH3:21])[N:3]=[C:4]([NH2:9])[N:5]=1. The yield is 0.580. (2) The reactants are Br[C:2]1[N:7]=[C:6]([CH:8]=[O:9])[CH:5]=[CH:4][CH:3]=1.[N:10]1([C:16](=[O:19])[CH2:17][CH3:18])[CH2:15][CH2:14][NH:13][CH2:12][CH2:11]1.C(=O)([O-])[O-].[K+].[K+].Cl. The catalyst is O.CN(C=O)C. The product is [C:16]([N:10]1[CH2:15][CH2:14][N:13]([C:2]2[N:7]=[C:6]([CH:8]=[O:9])[CH:5]=[CH:4][CH:3]=2)[CH2:12][CH2:11]1)(=[O:19])[CH2:17][CH3:18]. The yield is 0.310. (3) The reactants are S(=O)(=O)(O)O.[F:6][C:7]([F:23])([F:22])[C:8]1[CH:9]=[C:10]([CH2:18][C:19]([OH:21])=[O:20])[CH:11]=[C:12]([C:14]([F:17])([F:16])[F:15])[CH:13]=1.[CH3:24]O. The product is [F:6][C:7]([F:22])([F:23])[C:8]1[CH:9]=[C:10]([CH2:18][C:19]([O:21][CH3:24])=[O:20])[CH:11]=[C:12]([C:14]([F:16])([F:17])[F:15])[CH:13]=1. No catalyst specified. The yield is 0.930. (4) The reactants are [F:1][C:2]1[CH:29]=[CH:28][C:5]2[S:6][C:7]([C:10]3[N:14]4[N:15]=[C:16]([CH3:26])[CH:17]=[C:18]([C:19]([CH2:23][CH2:24][CH3:25])=[CH:20][CH2:21][CH3:22])[C:13]4=[N:12][C:11]=3[CH3:27])=[C:8]([CH3:9])[C:4]=2[CH:3]=1. The catalyst is [Pd].CO. The product is [F:1][C:2]1[CH:29]=[CH:28][C:5]2[S:6][C:7]([C:10]3[N:14]4[N:15]=[C:16]([CH3:26])[CH:17]=[C:18]([CH:19]([CH2:20][CH2:21][CH3:22])[CH2:23][CH2:24][CH3:25])[C:13]4=[N:12][C:11]=3[CH3:27])=[C:8]([CH3:9])[C:4]=2[CH:3]=1. The yield is 0.890. (5) The reactants are N[CH:2]1[CH2:7][CH2:6][NH:5][CH2:4][CH2:3]1.[C:8]([O:11]C(=O)C)(=[O:10])C.C([O:17]CC)C. No catalyst specified. The product is [C:6]([C:7]1[O:17][C:4]([C:8]([OH:11])=[O:10])=[CH:3][CH:2]=1)#[N:5]. The yield is 0.860.